Dataset: Forward reaction prediction with 1.9M reactions from USPTO patents (1976-2016). Task: Predict the product of the given reaction. (1) Given the reactants [CH:1]1([C:4]2[C:8]([CH:9](O)[CH2:10][CH:11]([CH3:13])[CH3:12])=[CH:7][N:6]([C:15]3[CH:20]=[CH:19][C:18]([O:21][CH3:22])=[CH:17][CH:16]=3)[N:5]=2)[CH2:3][CH2:2]1.[NH2:23][C:24]1[CH:29]=[CH:28][C:27]([C:30]([NH:32][CH2:33][CH2:34][C:35]([O:37]CC)=[O:36])=[O:31])=[CH:26][CH:25]=1, predict the reaction product. The product is: [CH:1]1([C:4]2[C:8]([CH:9]([NH:23][C:24]3[CH:25]=[CH:26][C:27]([C:30]([NH:32][CH2:33][CH2:34][C:35]([OH:37])=[O:36])=[O:31])=[CH:28][CH:29]=3)[CH2:10][CH:11]([CH3:13])[CH3:12])=[CH:7][N:6]([C:15]3[CH:20]=[CH:19][C:18]([O:21][CH3:22])=[CH:17][CH:16]=3)[N:5]=2)[CH2:3][CH2:2]1. (2) Given the reactants [NH2:1][C:2]1[N:7]=[C:6]([CH:8](C(OCC)=O)[C:9]([O:11][CH2:12][CH3:13])=[O:10])[CH:5]=[CH:4][C:3]=1[N+:19]([O-:21])=[O:20].[Li+].[Cl-], predict the reaction product. The product is: [NH2:1][C:2]1[N:7]=[C:6]([CH2:8][C:9]([O:11][CH2:12][CH3:13])=[O:10])[CH:5]=[CH:4][C:3]=1[N+:19]([O-:21])=[O:20]. (3) The product is: [F:18][C:19]1[CH:34]=[CH:33][C:22]2[C:23]([C:26]3[CH:31]=[CH:30][CH:29]=[C:28]([O:32][CH2:14][C@H:15]4[CH2:16][O:17]4)[CH:27]=3)=[N:24][O:25][C:21]=2[CH:20]=1. Given the reactants [H-].[Na+].CC1C=CC(S(O[CH2:14][C@@H:15]2[O:17][CH2:16]2)(=O)=O)=CC=1.[F:18][C:19]1[CH:34]=[CH:33][C:22]2[C:23]([C:26]3[CH:27]=[C:28]([OH:32])[CH:29]=[CH:30][CH:31]=3)=[N:24][O:25][C:21]=2[CH:20]=1, predict the reaction product. (4) Given the reactants C(O)(=O)C.[CH3:5][S:6]([C:9]1[CH:10]=[C:11]([CH:14]=[CH:15][CH:16]=1)[CH2:12][NH2:13])(=[O:8])=[O:7].Cl[C:18]1[C:23]([C:24]([F:27])([F:26])[F:25])=[CH:22][N:21]=[C:20]([NH:28][C:29]2[CH:37]=[CH:36][CH:35]=[C:34]3[C:30]=2[CH2:31][C:32](=[O:38])[NH:33]3)[N:19]=1.CCN(CC)CC, predict the reaction product. The product is: [CH3:5][S:6]([C:9]1[CH:10]=[C:11]([CH:14]=[CH:15][CH:16]=1)[CH2:12][NH:13][C:22]1[C:23]([C:24]([F:25])([F:26])[F:27])=[CH:18][N:19]=[C:20]([NH:28][C:29]2[CH:37]=[CH:36][CH:35]=[C:34]3[C:30]=2[CH2:31][C:32](=[O:38])[NH:33]3)[N:21]=1)(=[O:7])=[O:8].